Dataset: NCI-60 drug combinations with 297,098 pairs across 59 cell lines. Task: Regression. Given two drug SMILES strings and cell line genomic features, predict the synergy score measuring deviation from expected non-interaction effect. (1) Drug 1: CC1=C(C=C(C=C1)NC2=NC=CC(=N2)N(C)C3=CC4=NN(C(=C4C=C3)C)C)S(=O)(=O)N.Cl. Drug 2: CS(=O)(=O)CCNCC1=CC=C(O1)C2=CC3=C(C=C2)N=CN=C3NC4=CC(=C(C=C4)OCC5=CC(=CC=C5)F)Cl. Cell line: SK-OV-3. Synergy scores: CSS=19.6, Synergy_ZIP=3.32, Synergy_Bliss=6.54, Synergy_Loewe=-11.2, Synergy_HSA=4.46. (2) Drug 1: CS(=O)(=O)C1=CC(=C(C=C1)C(=O)NC2=CC(=C(C=C2)Cl)C3=CC=CC=N3)Cl. Drug 2: CC(C)CN1C=NC2=C1C3=CC=CC=C3N=C2N. Cell line: MDA-MB-231. Synergy scores: CSS=5.02, Synergy_ZIP=-1.69, Synergy_Bliss=-3.73, Synergy_Loewe=-4.48, Synergy_HSA=-4.44. (3) Drug 1: CC(CN1CC(=O)NC(=O)C1)N2CC(=O)NC(=O)C2. Drug 2: C1C(C(OC1N2C=NC(=NC2=O)N)CO)O. Cell line: SR. Synergy scores: CSS=50.8, Synergy_ZIP=-5.80, Synergy_Bliss=-7.76, Synergy_Loewe=-5.00, Synergy_HSA=-3.09. (4) Drug 1: CS(=O)(=O)C1=CC(=C(C=C1)C(=O)NC2=CC(=C(C=C2)Cl)C3=CC=CC=N3)Cl. Drug 2: COC1=C2C(=CC3=C1OC=C3)C=CC(=O)O2. Cell line: SK-MEL-2. Synergy scores: CSS=0.738, Synergy_ZIP=2.14, Synergy_Bliss=6.69, Synergy_Loewe=2.21, Synergy_HSA=1.70. (5) Drug 1: CN(CCCl)CCCl.Cl. Drug 2: C1=NNC2=C1C(=O)NC=N2. Cell line: SNB-75. Synergy scores: CSS=-1.42, Synergy_ZIP=3.04, Synergy_Bliss=5.33, Synergy_Loewe=-0.696, Synergy_HSA=0.210. (6) Drug 2: COC1=CC(=CC(=C1O)OC)C2C3C(COC3=O)C(C4=CC5=C(C=C24)OCO5)OC6C(C(C7C(O6)COC(O7)C8=CC=CS8)O)O. Drug 1: C1=CC(=C2C(=C1NCCNCCO)C(=O)C3=C(C=CC(=C3C2=O)O)O)NCCNCCO. Synergy scores: CSS=72.1, Synergy_ZIP=4.24, Synergy_Bliss=3.14, Synergy_Loewe=7.96, Synergy_HSA=11.3. Cell line: K-562.